Dataset: Forward reaction prediction with 1.9M reactions from USPTO patents (1976-2016). Task: Predict the product of the given reaction. (1) Given the reactants [CH3:1][O:2][CH2:3][CH2:4][N:5]1[CH2:11][CH2:10][CH2:9][C:8]([CH3:13])([CH3:12])[C:7]2[CH:14]=[CH:15][C:16]([NH2:18])=[CH:17][C:6]1=2.Cl[C:20]1[N:25]=[C:24]([NH:26][C:27]2[C:36]([F:37])=[CH:35][CH:34]=[CH:33][C:28]=2[C:29]([NH:31][CH3:32])=[O:30])[C:23]([Cl:38])=[CH:22][N:21]=1, predict the reaction product. The product is: [Cl:38][C:23]1[C:24]([NH:26][C:27]2[C:36]([F:37])=[CH:35][CH:34]=[CH:33][C:28]=2[C:29]([NH:31][CH3:32])=[O:30])=[N:25][C:20]([NH:18][C:16]2[CH:15]=[CH:14][C:7]3[C:8]([CH3:13])([CH3:12])[CH2:9][CH2:10][CH2:11][N:5]([CH2:4][CH2:3][O:2][CH3:1])[C:6]=3[CH:17]=2)=[N:21][CH:22]=1. (2) Given the reactants [CH2:1]([O:3][C:4]([C:6]1[S:7][C:8]([S:20][CH3:21])=[C:9]([C:18]#[N:19])[C:10]=1[C:11]1[CH:16]=[CH:15][C:14](I)=[CH:13][CH:12]=1)=[O:5])[CH3:2].[CH2:22]([Sn](CCCC)(CCCC)C=C)[CH2:23]CC.[Li+].[Cl-], predict the reaction product. The product is: [CH2:1]([O:3][C:4]([C:6]1[S:7][C:8]([S:20][CH3:21])=[C:9]([C:18]#[N:19])[C:10]=1[C:11]1[CH:16]=[CH:15][C:14]([CH:22]=[CH2:23])=[CH:13][CH:12]=1)=[O:5])[CH3:2]. (3) Given the reactants [Cl:1][C:2]1[CH:7]=[CH:6][C:5]([C:8]2[CH:17]=[N:16][CH:15]=[C:14]3[C:9]=2[CH:10]=[C:11]([C:18]([OH:20])=O)[CH:12]=[N:13]3)=[CH:4][CH:3]=1.C(Cl)(=O)C(Cl)=O.[CH3:27][O:28][CH2:29][CH2:30][NH2:31].C(N(CC)CC)C, predict the reaction product. The product is: [Cl:1][C:2]1[CH:3]=[CH:4][C:5]([C:8]2[CH:17]=[N:16][CH:15]=[C:14]3[C:9]=2[CH:10]=[C:11]([C:18]([NH:31][CH2:30][CH2:29][O:28][CH3:27])=[O:20])[CH:12]=[N:13]3)=[CH:6][CH:7]=1. (4) Given the reactants CN(C)C=O.[NH2:6][C:7](=[S:27])[NH:8][C:9]([C:11]1[N:12]([CH2:22][C:23]([O:25][CH3:26])=[O:24])[C:13]2[C:18]([CH:19]=1)=[CH:17][C:16]([O:20][CH3:21])=[CH:15][CH:14]=2)=[O:10].Br[CH:29]([CH2:43][CH2:44][CH:45]1[CH2:50][CH2:49][CH2:48][CH2:47][CH2:46]1)[C:30]([C:32]1[CH:37]=[C:36]([O:38][CH3:39])[C:35]([CH3:40])=[CH:34][C:33]=1[O:41][CH3:42])=O.C(N(CC)CC)C, predict the reaction product. The product is: [CH3:26][O:25][C:23](=[O:24])[CH2:22][N:12]1[C:13]2[C:18](=[CH:17][C:16]([O:20][CH3:21])=[CH:15][CH:14]=2)[CH:19]=[C:11]1[C:9]([NH:8][C:7]1[S:27][C:29]([CH2:43][CH2:44][CH:45]2[CH2:50][CH2:49][CH2:48][CH2:47][CH2:46]2)=[C:30]([C:32]2[CH:37]=[C:36]([O:38][CH3:39])[C:35]([CH3:40])=[CH:34][C:33]=2[O:41][CH3:42])[N:6]=1)=[O:10].